Dataset: NCI-60 drug combinations with 297,098 pairs across 59 cell lines. Task: Regression. Given two drug SMILES strings and cell line genomic features, predict the synergy score measuring deviation from expected non-interaction effect. (1) Drug 1: CN(CC1=CN=C2C(=N1)C(=NC(=N2)N)N)C3=CC=C(C=C3)C(=O)NC(CCC(=O)O)C(=O)O. Drug 2: C1CC(CNC1)C2=CC=C(C=C2)N3C=C4C=CC=C(C4=N3)C(=O)N. Cell line: NCIH23. Synergy scores: CSS=67.9, Synergy_ZIP=3.20, Synergy_Bliss=2.11, Synergy_Loewe=-2.75, Synergy_HSA=3.87. (2) Drug 1: C1=CC(=C2C(=C1NCCNCCO)C(=O)C3=C(C=CC(=C3C2=O)O)O)NCCNCCO. Drug 2: CCC(=C(C1=CC=CC=C1)C2=CC=C(C=C2)OCCN(C)C)C3=CC=CC=C3.C(C(=O)O)C(CC(=O)O)(C(=O)O)O. Cell line: OVCAR-5. Synergy scores: CSS=31.5, Synergy_ZIP=0.678, Synergy_Bliss=7.60, Synergy_Loewe=-7.78, Synergy_HSA=8.52.